The task is: Predict the reactants needed to synthesize the given product.. This data is from Full USPTO retrosynthesis dataset with 1.9M reactions from patents (1976-2016). (1) Given the product [OH:35][CH2:34][C:7]1[C:2]([CH3:1])=[C:3]([C:13]2[C:18]([CH3:19])=[CH:17][C:16]([O:20][CH2:21][CH2:22][CH2:23][NH:24][S:25]([CH3:28])(=[O:27])=[O:26])=[CH:15][C:14]=2[CH3:29])[CH:4]=[CH:5][CH:6]=1, predict the reactants needed to synthesize it. The reactants are: [CH3:1][C:2]1[C:7](CC(OC)=O)=[CH:6][CH:5]=[CH:4][C:3]=1[C:13]1[C:18]([CH3:19])=[CH:17][C:16]([O:20][CH2:21][CH2:22][CH2:23][NH:24][S:25]([CH3:28])(=[O:27])=[O:26])=[CH:15][C:14]=1[CH3:29].[OH-].[Na+].C(O)(=O)C[C:34](CC(O)=O)(C(O)=O)[OH:35]. (2) Given the product [CH:21]1([CH2:24][N:25]2[CH:33]=[N:32][C:31]3[C:26]2=[N:27][C:28]([C:40]2[CH:45]=[N:44][C:43]([CH2:16][NH:17][C:9](=[O:10])[O:11][C:12]([CH3:13])([CH3:14])[CH3:15])=[N:42][CH:41]=2)=[N:29][C:30]=3[N:34]2[CH2:39][CH2:38][O:37][CH2:36][CH2:35]2)[CH2:22][CH2:23]1, predict the reactants needed to synthesize it. The reactants are: [C:9](O[C:9]([O:11][C:12]([CH3:15])([CH3:14])[CH3:13])=[O:10])([O:11][C:12]([CH3:15])([CH3:14])[CH3:13])=[O:10].[CH3:16][N:17](C)C=O.[CH:21]1([CH2:24][N:25]2[CH:33]=[N:32][C:31]3[C:26]2=[N:27][C:28]([C:40]2[CH:41]=[N:42][C:43](NC)=[N:44][CH:45]=2)=[N:29][C:30]=3[N:34]2[CH2:39][CH2:38][O:37][CH2:36][CH2:35]2)[CH2:23][CH2:22]1.